From a dataset of NCI-60 drug combinations with 297,098 pairs across 59 cell lines. Regression. Given two drug SMILES strings and cell line genomic features, predict the synergy score measuring deviation from expected non-interaction effect. (1) Synergy scores: CSS=6.04, Synergy_ZIP=0.613, Synergy_Bliss=7.77, Synergy_Loewe=-0.585, Synergy_HSA=1.80. Drug 1: CN(C)N=NC1=C(NC=N1)C(=O)N. Cell line: SK-MEL-5. Drug 2: CCC(=C(C1=CC=CC=C1)C2=CC=C(C=C2)OCCN(C)C)C3=CC=CC=C3.C(C(=O)O)C(CC(=O)O)(C(=O)O)O. (2) Drug 1: C1CCC(C(C1)N)N.C(=O)(C(=O)[O-])[O-].[Pt+4]. Drug 2: C1C(C(OC1N2C=NC(=NC2=O)N)CO)O. Cell line: DU-145. Synergy scores: CSS=16.9, Synergy_ZIP=-4.32, Synergy_Bliss=2.49, Synergy_Loewe=-1.34, Synergy_HSA=-0.679. (3) Drug 1: CN(C)N=NC1=C(NC=N1)C(=O)N. Drug 2: C1C(C(OC1N2C=C(C(=O)NC2=O)F)CO)O. Cell line: BT-549. Synergy scores: CSS=1.92, Synergy_ZIP=-10.8, Synergy_Bliss=-16.1, Synergy_Loewe=-23.1, Synergy_HSA=-17.0.